From a dataset of Full USPTO retrosynthesis dataset with 1.9M reactions from patents (1976-2016). Predict the reactants needed to synthesize the given product. (1) The reactants are: C([O:3][C:4]([C:6]1[NH:7][C:8]2[C:13]([CH:14]=1)=[C:12]([O:15][CH2:16][CH:17]([CH3:19])[CH3:18])[CH:11]=[CH:10][CH:9]=2)=[O:5])C.[OH-].[K+].CCO. Given the product [CH2:16]([O:15][C:12]1[CH:11]=[CH:10][CH:9]=[C:8]2[C:13]=1[CH:14]=[C:6]([C:4]([OH:5])=[O:3])[NH:7]2)[CH:17]([CH3:19])[CH3:18], predict the reactants needed to synthesize it. (2) Given the product [C:32](=[O:36])([O:33][CH2:34][CH3:35])[O:31][CH2:30][CH2:29][NH:28][C:26]([C:15]1[N:14]=[N:13][N:12]([C:9]2[CH:8]=[CH:7][C:6]([C:4]([NH:3][CH2:1][CH3:2])=[O:5])=[CH:11][CH:10]=2)[C:16]=1[CH2:17][O:18][C:19]1[CH:24]=[CH:23][CH:22]=[C:21]([F:25])[CH:20]=1)=[O:27], predict the reactants needed to synthesize it. The reactants are: [CH2:1]([NH:3][C:4]([C:6]1[CH:11]=[CH:10][C:9]([N:12]2[C:16]([CH2:17][O:18][C:19]3[CH:24]=[CH:23][CH:22]=[C:21]([F:25])[CH:20]=3)=[C:15]([C:26]([NH:28][CH2:29][CH2:30][OH:31])=[O:27])[N:14]=[N:13]2)=[CH:8][CH:7]=1)=[O:5])[CH3:2].[C:32](Cl)(=[O:36])[O:33][CH2:34][CH3:35].N1C=CC=CC=1.O. (3) Given the product [Cl:29][C:17]1[CH:16]=[C:15]([NH:14][C:12]2[N:11]=[CH:10][N:9]=[C:8]3[NH:7][N:6]=[C:5]([O:4][CH2:3][CH2:2][NH:33][CH2:32][CH2:30][OH:31])[C:13]=23)[CH:20]=[CH:19][C:18]=1[O:21][CH2:22][C:23]1[CH:28]=[CH:27][CH:26]=[CH:25][N:24]=1, predict the reactants needed to synthesize it. The reactants are: Cl[CH2:2][CH2:3][O:4][C:5]1[C:13]2[C:8](=[N:9][CH:10]=[N:11][C:12]=2[NH:14][C:15]2[CH:20]=[CH:19][C:18]([O:21][CH2:22][C:23]3[CH:28]=[CH:27][CH:26]=[CH:25][N:24]=3)=[C:17]([Cl:29])[CH:16]=2)[NH:7][N:6]=1.[CH2:30]([CH2:32][NH2:33])[OH:31]. (4) Given the product [Cl:1][C:2]1[CH:7]=[CH:6][C:5]([NH:8][C:9]([N:31]2[C:32]3[C:28](=[CH:27][C:26]([O:25][CH3:24])=[C:34]([C:35]([F:37])([F:38])[F:36])[CH:33]=3)[CH2:29][CH2:30]2)=[O:17])=[CH:4][C:3]=1[C:18]1[CH:19]=[N:20][CH:21]=[CH:22][CH:23]=1, predict the reactants needed to synthesize it. The reactants are: [Cl:1][C:2]1[CH:7]=[CH:6][C:5]([NH:8][C:9](=[O:17])OC2C=CC=CC=2)=[CH:4][C:3]=1[C:18]1[CH:19]=[N:20][CH:21]=[CH:22][CH:23]=1.[CH3:24][O:25][C:26]1[CH:27]=[C:28]2[C:32](=[CH:33][C:34]=1[C:35]([F:38])([F:37])[F:36])[NH:31][CH2:30][CH2:29]2.